Binary Classification. Given two protein amino acid sequences, predict whether they physically interact or not. From a dataset of Human Reference Interactome with 51,813 positive PPI pairs across 8,248 proteins, plus equal number of experimentally-validated negative pairs. (1) Protein 1 (ENSG00000116350) has sequence MPRVYIGRLSYQARERDVERFFKGYGKILEVDLKNGYGFVEFDDLRDADDAVYELNGKDLCGERVIVEHARGPRRDGSYGSGRSGYGYRRSGRDKYGPPTRTEYRLIVENLSSRCSWQDLKDYMRQAGEVTYADAHKGRKNEGVIEFVSYSDMKRALEKLDGTEVNGRKIRLVEDKPGSRRRRSYSRSRSHSRSRSRSRHSRKSRSRSGSSKSSHSKSRSRSRSGSRSRSKSRSRSQSRSRSKKEKSRSPSKEKSRSRSHSAGKSRSKSKDQAEEKIQNNDNVGKPKSRSPSRHKSKSKS.... Protein 2 (ENSG00000133818) has sequence MAAAGWRDGSGQEKYRLVVVGGGGVGKSALTIQFIQSYFVTDYDPTIEDSYTKQCVIDDRAARLDILDTAGQEEFGAMREQYMRTGEGFLLVFSVTDRGSFEEIYKFQRQILRVKDRDEFPMILIGNKADLDHQRQVTQEEGQQLARQLKVTYMEASAKIRMNVDQAFHELVRVIRKFQEQECPPSPEPTRKEKDKKGCHCVIF*MREQYMRTGEGFLLVFSVTDRGSFEEIYKFQRQILRVKDRDEFPMILIGNKADLDHQRQVTQEEGQQLARQLKVTYMEASAKIRMNVDQAFHELV.... Result: 0 (the proteins do not interact). (2) Protein 1 (ENSG00000182919) has sequence MACAEFSFHVPSLEELAGVMQKGLKDNFADVQVSVVDCPDLTKEPFTFPVKGICGKTRIAEVGGVPYLLPLVNQKKVYDLNKIAKEIKLPGAFILGAGAGPFQTLGFNSEFMPVIQTESEHKPPVNGSYFAHVNPADGGCLLEKYSEKCHDFQCALLANLFASEGQPGKVIEVKAKRRTGPLNFVTCMRETLEKHYGNKPIGMGGTFIIQKGKVKSHIMPAEFSSCPLNSDEEVNKWLHFYEMKAPLVCLPVFVSRDPGFDLRLEHTHFFSRHGEGGHYHYDTTPDIVEYLGYFLPAEFL.... Protein 2 (ENSG00000198176) has sequence MAKDAGLIEANGELKVFIDQNLSPGKGVVSLVAVHPSTVNPLGKQLLPKTFGQSNVNIAQQVVIGTPQRPAASNTLVVGSPHTPSTHFASQNQPSDSSPWSAGKRNRKGEKNGKGLRHFSMKVCEKVQRKGTTSYNEVADELVAEFSAADNHILPNESAYDQKNIRRRVYDALNVLMAMNIISKEKKEIKWIGLPTNSAQECQNLEVERQRRLERIKQKQSQLQELILQQIAFKNLVQRNRHAEQQASRPPPPNSVIHLPFIIVNTSKKTVIDCSISNDKFEYLFNFDNTFEIHDDIEVL.... Result: 0 (the proteins do not interact). (3) Protein 1 (ENSG00000126226) has sequence MAHITINQYLQQVYEAIDSRDGASCAELVSFKHPHVANPRLQMASPEEKCQQVLEPPYDEMFAAHLRCTYAVGNHDFIEAYKCQTVIVQYPLSFMAAVPHRTHAVDYLGLETRKHWASCSFLQLERNDSVLEQKLVSALSLGTSFLRAFQAHKEENWALPVMYAVALDLRVFANNADQQLVKKGKSKVGDMLEKAAELLMSCFRVCASDTRAGIEDSKKWGMLFLVNQLFKIYFKINKLHLCKPLIRAIDSSNLKDDYSTAQRVTYKYYVGRKAMFDSDFKQAEEYLSFAFEHCHRSSQK.... Protein 2 (ENSG00000114268) has sequence MASPRELTQNPLKKIWMPYSNGRPALHACQRGVCMTNCPTLIVMVGLPARGKTYISKKLTRYLNWIGVPTREFNVGQYRRDVVKTYKSFEFFLPDNEEGLKIRKQCALAALRDVRRFLSEEGGHVAVFDATNTTRERRATIFNFGEQNGYKTFFVESICVDPEVIAANIVQVKLGSPDYVNRDSDEATEDFMRRIECYENSYESLDEDLDRDLSYIKIMDVGQSYVVNRVADHIQSRIVYYLMNIHVTPRSIYLCRHGESELNLKGRIGGDPGLSPRGREFAKSLAQFISDQNIKDLKVW.... Result: 0 (the proteins do not interact). (4) Protein 1 (ENSG00000145901) has sequence MEGRGPYRIYDPGGSVPSGEASAAFERLVKENSRLKEKMQGIKMLGELLEESQMEATRLRQKAEELVKDNELLPPPSPSLGSFDPLAELTGKDSNVTASPTAPACPSDKPAPVQKPPSSGTSSEFEVVTPEEQNSPESSSHANAMALGPLPREDGNLMLHLQRLETTLSVCAEEPDHGQLFTHLGRMALEFNRLASKVHKNEQRTSILQTLCEQLRKENEALKAKLDKGLEQRDQAAERLREENLELKKLLMSNGNKEGASGRPGSPKMEGTGKKAVAGQQQASVTAGKVPEVVALGAAE.... Protein 2 (ENSG00000123427) has sequence MADPGPDPESESESVFPREVGLFADSYSEKSQFCFCGHVLTITQNFGSRLGVAARVWDAALSLCNYFESQNVDFRGKKVIELGAGTGIVGILAALQGAYGLVRETEDDVIEQELWRGMRGACGHALSMSTMTPWESIKGSSVRGGCYHH*MADPGPDPESESESVFPREVGLFADSYSEKSQFCFCGHVLTITQNFGSRLGVAARVWDAALSLCNYFESQNVDFRGKKVIELGAGTGIVGILAALQGGDVTITDLPLALEQIQGNVQANVPAGGQAQVRALSWGIDHHVFPANYDLVLGA.... Result: 0 (the proteins do not interact). (5) Protein 1 (ENSG00000186205) has sequence MGAAGSSALARFVLLAQSRPGWLGVAALGLTAVALGAVAWRRAWPTRRRRLLQQVGTVAQLWIYPVKSCKGVPVSEAECTAMGLRSGNLRDRFWLVINQEGNMVTARQEPRLVLISLTCDGDTLTLSAAYTKDLLLPIKTPTTNAVHKCRVHGLEIEGRDCGEATAQWITSFLKSQPYRLVHFEPHMRPRRPHQIADLFRPKDQIAYSDTSPFLILSEASLADLNSRLEKKVKATNFRPNIVISGCDVYAEDSWDELLIGDVELKRVMACSRCILTTVDPDTGVMSRKEPLETLKSYRQC.... Protein 2 (ENSG00000198947) has sequence MEDEREDVQKKTFTKWVNAQFSKFGKQHIENLFSDLQDGRRLLDLLEGLTGQKLPKEKGSTRVHALNNVNKALRVLQNNNVDLVNIGSTDIVDGNHKLTLGLIWNIILHWQVKNVMKNIMAGLQQTNSEKILLSWVRQSTRNYPQVNVINFTTSWSDGLALNALIHSHRPDLFDWNSVVCQQSATQRLEHAFNIARYQLGIEKLLDPEDVDTTYPDKKSILMYITSLFQVLPQQVSIEAIQEVEMLPRPPKVTKEEHFQLHHQMHYSQQITVSLAQGYERTSSPKPRFKSYAYTQAAYVT.... Result: 0 (the proteins do not interact).